Dataset: Full USPTO retrosynthesis dataset with 1.9M reactions from patents (1976-2016). Task: Predict the reactants needed to synthesize the given product. (1) Given the product [CH:9]1([C:2]2[C:3]([NH2:8])=[N:4][CH:5]=[CH:6][CH:7]=2)[CH2:11][CH2:10]1, predict the reactants needed to synthesize it. The reactants are: Cl[C:2]1[C:3]([NH2:8])=[N:4][CH:5]=[CH:6][CH:7]=1.[CH:9]1(B(O)O)[CH2:11][CH2:10]1.C1(P(C2CCCCC2)C2CCCCC2)CCCCC1.CC(C)([O-])C.[K+]. (2) Given the product [NH2:18][C:4]1[N:3]=[C:2]([NH:19][C:20]2[CH:27]=[CH:26][C:23]([C:24]#[N:25])=[CH:22][CH:21]=2)[CH:7]=[C:6]([C:8]2[CH:13]=[C:12]([Cl:14])[CH:11]=[CH:10][C:9]=2[O:15][CH2:16][CH3:17])[N:5]=1, predict the reactants needed to synthesize it. The reactants are: Cl[C:2]1[CH:7]=[C:6]([C:8]2[CH:13]=[C:12]([Cl:14])[CH:11]=[CH:10][C:9]=2[O:15][CH2:16][CH3:17])[N:5]=[C:4]([NH2:18])[N:3]=1.[NH2:19][C:20]1[CH:27]=[CH:26][C:23]([C:24]#[N:25])=[CH:22][CH:21]=1. (3) Given the product [N+:26]([C:25]1[C:20]([NH:19][CH2:18][C@H:15]2[CH2:16][CH2:17][C@H:12]([NH:11][CH2:10][C:6]3[CH:5]=[C:4]([CH:9]=[CH:8][CH:7]=3)[C:3]([OH:42])=[O:2])[CH2:13][CH2:14]2)=[N:21][C:22]([NH:29][CH2:30][C:31]2[CH:36]=[CH:35][CH:34]=[CH:33][C:32]=2[O:37][C:38]([F:41])([F:40])[F:39])=[N:23][CH:24]=1)([O-:28])=[O:27], predict the reactants needed to synthesize it. The reactants are: C[O:2][C:3](=[O:42])[C:4]1[CH:9]=[CH:8][CH:7]=[C:6]([CH2:10][NH:11][CH:12]2[CH2:17][CH2:16][CH:15]([CH2:18][NH:19][C:20]3[C:25]([N+:26]([O-:28])=[O:27])=[CH:24][N:23]=[C:22]([NH:29][CH2:30][C:31]4[CH:36]=[CH:35][CH:34]=[CH:33][C:32]=4[O:37][C:38]([F:41])([F:40])[F:39])[N:21]=3)[CH2:14][CH2:13]2)[CH:5]=1.[Li+].[OH-]. (4) Given the product [F:1][C:2]1[CH:7]=[C:6]([CH:8]([CH3:12])[CH2:9][C:10]([NH2:11])=[O:19])[CH:5]=[CH:4][C:3]=1[C:13]1[CH:14]=[CH:15][CH:16]=[CH:17][CH:18]=1, predict the reactants needed to synthesize it. The reactants are: [F:1][C:2]1[CH:7]=[C:6]([CH:8]([CH3:12])[CH2:9][C:10]#[N:11])[CH:5]=[CH:4][C:3]=1[C:13]1[CH:18]=[CH:17][CH:16]=[CH:15][CH:14]=1.[OH-:19].[K+]. (5) Given the product [C:26]([O:25][C:23]([NH:7][CH2:8][CH2:9][O:10][C:11]1[CH:16]=[CH:15][C:14]([CH2:17][C:18]([OH:20])=[O:19])=[CH:13][C:12]=1[O:21][CH3:22])=[O:24])([CH3:29])([CH3:28])[CH3:27], predict the reactants needed to synthesize it. The reactants are: C(=O)(O)[O-].[Na+].Cl.[NH2:7][CH2:8][CH2:9][O:10][C:11]1[CH:16]=[CH:15][C:14]([CH2:17][C:18]([OH:20])=[O:19])=[CH:13][C:12]=1[O:21][CH3:22].[C:23](O[C:23]([O:25][C:26]([CH3:29])([CH3:28])[CH3:27])=[O:24])([O:25][C:26]([CH3:29])([CH3:28])[CH3:27])=[O:24].Cl. (6) The reactants are: Cl.[F:2][C:3]1[CH:4]=[C:5]([CH:11]2[CH2:16][CH:15]([C:17]([O:19][CH3:20])=[O:18])[CH2:14][CH2:13][NH:12]2)[CH:6]=[C:7]([F:10])[C:8]=1[F:9].CCN(C(C)C)C(C)C.[C:30](Cl)(=[O:33])[O:31][CH3:32]. Given the product [F:10][C:7]1[CH:6]=[C:5]([CH:11]2[CH2:16][CH:15]([C:17]([O:19][CH3:20])=[O:18])[CH2:14][CH2:13][N:12]2[C:30]([O:31][CH3:32])=[O:33])[CH:4]=[C:3]([F:2])[C:8]=1[F:9], predict the reactants needed to synthesize it. (7) Given the product [CH:28]1([NH:27][C:4]2[C:5]3[C:10]([C:11]4[CH:12]=[CH:13][N:14]=[CH:15][CH:16]=4)=[CH:9][NH:8][C:6]=3[N:7]=[C:2]([NH:31][C:32]3[CH:40]=[C:39]4[C:35]([CH:36]=[N:37][NH:38]4)=[CH:34][CH:33]=3)[N:3]=2)[CH2:29][CH2:30]1, predict the reactants needed to synthesize it. The reactants are: Cl[C:2]1[N:3]=[C:4]([NH:27][CH:28]2[CH2:30][CH2:29]2)[C:5]2[C:10]([C:11]3[CH:16]=[CH:15][N:14]=[CH:13][CH:12]=3)=[CH:9][N:8](S(C3C=CC(C)=CC=3)(=O)=O)[C:6]=2[N:7]=1.[NH2:31][C:32]1[CH:40]=[C:39]2[C:35]([CH:36]=[N:37][NH:38]2)=[CH:34][CH:33]=1.C[Si](Cl)(C)C. (8) Given the product [N:10]1([C:7]2[N:6]=[CH:5][C:4]([C:1](=[O:3])[CH3:2])=[CH:9][N:8]=2)[CH2:15][CH2:14][NH:13][CH2:12][CH2:11]1, predict the reactants needed to synthesize it. The reactants are: [C:1]([C:4]1[CH:5]=[N:6][C:7]([N:10]2[CH2:15][CH2:14][N:13](C(OC(C)(C)C)=O)[CH2:12][CH2:11]2)=[N:8][CH:9]=1)(=[O:3])[CH3:2].C(OCC(F)(F)F)(=O)C.C(=O)([O-])[O-].[Na+].[Na+]. (9) Given the product [N:21]1([CH2:20][CH2:19][O:18][C:11]2[C:12]3[C:17](=[CH:16][CH:15]=[CH:14][CH:13]=3)[C:8]([NH2:7])=[CH:9][CH:10]=2)[CH2:26][CH2:25][CH2:24][CH2:23][CH2:22]1, predict the reactants needed to synthesize it. The reactants are: C(OC(=O)[NH:7][C:8]1[C:17]2[C:12](=[CH:13][CH:14]=[CH:15][CH:16]=2)[C:11]([O:18][CH2:19][CH2:20][N:21]2[CH2:26][CH2:25][CH2:24][CH2:23][CH2:22]2)=[CH:10][CH:9]=1)(C)(C)C.Cl.